Predict which catalyst facilitates the given reaction. From a dataset of Catalyst prediction with 721,799 reactions and 888 catalyst types from USPTO. (1) Reactant: [O:1]=[C:2]([CH2:9][CH3:10])[CH2:3][C:4]([O:6][CH2:7][CH3:8])=[O:5].CO[CH:13](OC)[N:14]([CH3:16])[CH3:15]. Product: [CH3:13][N:14](/[CH:16]=[C:3](\[C:2](=[O:1])[CH2:9][CH3:10])/[C:4]([O:6][CH2:7][CH3:8])=[O:5])[CH3:15]. The catalyst class is: 3. (2) Reactant: [F:1][C:2]1([CH2:26]O)[CH2:7][CH2:6][N:5]([C:8]2[CH:13]=[CH:12][C:11]([N:14]3[CH2:18][C@H:17]([CH2:19][NH:20][C:21](=[O:23])[CH3:22])[O:16][C:15]3=[O:24])=[CH:10][C:9]=2[F:25])[CH2:4][CH2:3]1.CCN(S(F)(F)[F:34])CC. Product: [F:1][C:2]1([CH2:26][F:34])[CH2:7][CH2:6][N:5]([C:8]2[CH:13]=[CH:12][C:11]([N:14]3[CH2:18][C@H:17]([CH2:19][NH:20][C:21](=[O:23])[CH3:22])[O:16][C:15]3=[O:24])=[CH:10][C:9]=2[F:25])[CH2:4][CH2:3]1. The catalyst class is: 270. (3) Reactant: C(O[BH-](OC(=O)C)OC(=O)C)(=O)C.[Na+].[NH2:15][C@H:16]([CH2:19][CH3:20])[CH2:17][OH:18].[CH:21](=O)[C:22]1[CH:27]=[CH:26][CH:25]=[CH:24][CH:23]=1. Product: [CH2:21]([NH:15][C@H:16]([CH2:19][CH3:20])[CH2:17][OH:18])[C:22]1[CH:27]=[CH:26][CH:25]=[CH:24][CH:23]=1. The catalyst class is: 4. (4) Reactant: [Br:1]N1C(=O)CCC1=O.[C:9]1([S:15]([N:18]2[C:26]3[C:21](=[CH:22][C:23]([CH3:27])=[CH:24][CH:25]=3)[CH:20]=[CH:19]2)(=[O:17])=[O:16])[CH:14]=[CH:13][CH:12]=[CH:11][CH:10]=1. Product: [C:9]1([S:15]([N:18]2[C:26]3[C:21](=[CH:22][C:23]([CH2:27][Br:1])=[CH:24][CH:25]=3)[CH:20]=[CH:19]2)(=[O:17])=[O:16])[CH:14]=[CH:13][CH:12]=[CH:11][CH:10]=1. The catalyst class is: 717. (5) Reactant: C(O[BH-](OC(=O)C)OC(=O)C)(=O)C.[Na+].[C:15]([O:19][C:20](=[O:27])[NH:21][C:22]([CH3:26])([CH3:25])[CH:23]=O)([CH3:18])([CH3:17])[CH3:16].[CH2:28]([O:35][C:36]1[CH:42]=[CH:41][CH:40]=[CH:39][C:37]=1[NH2:38])[C:29]1[CH:34]=[CH:33][CH:32]=[CH:31][CH:30]=1.C(O)(=O)C.C(=O)(O)[O-].[Na+]. Product: [C:15]([O:19][C:20](=[O:27])[NH:21][C:22]([CH3:26])([CH3:25])[CH2:23][NH:38][C:37]1[CH:39]=[CH:40][CH:41]=[CH:42][C:36]=1[O:35][CH2:28][C:29]1[CH:30]=[CH:31][CH:32]=[CH:33][CH:34]=1)([CH3:18])([CH3:17])[CH3:16]. The catalyst class is: 2. (6) Reactant: [CH2:1]([N:3]([CH2:34][CH3:35])[C:4]1[CH:9]=[C:8]([C:10]([NH:12][NH:13][C:14](=O)[C:15]2[CH:20]=[C:19]([CH3:21])[C:18]([O:22][CH2:23][C:24]3[CH:29]=[CH:28][CH:27]=[CH:26][CH:25]=3)=[C:17]([CH2:30][CH3:31])[CH:16]=2)=O)[CH:7]=[C:6]([CH3:33])[N:5]=1)[CH3:2].C(N(CC)C1C=C(C2OC(C3C=C(C)C(O)=C(CC)C=3)=NN=2)C=C(C)N=1)C.COC1C=CC(P2(SP(C3C=CC(OC)=CC=3)(=S)S2)=[S:72])=CC=1. Product: [CH2:23]([O:22][C:18]1[C:19]([CH3:21])=[CH:20][C:15]([C:14]2[S:72][C:10]([C:8]3[CH:7]=[C:6]([CH3:33])[N:5]=[C:4]([N:3]([CH2:1][CH3:2])[CH2:34][CH3:35])[CH:9]=3)=[N:12][N:13]=2)=[CH:16][C:17]=1[CH2:30][CH3:31])[C:24]1[CH:25]=[CH:26][CH:27]=[CH:28][CH:29]=1. The catalyst class is: 721. (7) Reactant: ClCCN(CCCl)P(N)(=O)OCCC1C=CC([N+]([O-])=O)=CC=1.[CH3:23][C:24]([C:26]1[CH:31]=[CH:30][C:29]([N+:32]([O-:34])=[O:33])=[CH:28][CH:27]=1)=[O:25].[BH4-].[Na+].[OH-].[Na+]. Product: [N+:32]([C:29]1[CH:28]=[CH:27][C:26]([CH:24]([OH:25])[CH3:23])=[CH:31][CH:30]=1)([O-:34])=[O:33]. The catalyst class is: 353.